From a dataset of NCI-60 drug combinations with 297,098 pairs across 59 cell lines. Regression. Given two drug SMILES strings and cell line genomic features, predict the synergy score measuring deviation from expected non-interaction effect. (1) Drug 1: C1CCC(C1)C(CC#N)N2C=C(C=N2)C3=C4C=CNC4=NC=N3. Drug 2: C(CN)CNCCSP(=O)(O)O. Cell line: A498. Synergy scores: CSS=2.09, Synergy_ZIP=-0.0194, Synergy_Bliss=1.33, Synergy_Loewe=-2.08, Synergy_HSA=-0.186. (2) Drug 1: CNC(=O)C1=CC=CC=C1SC2=CC3=C(C=C2)C(=NN3)C=CC4=CC=CC=N4. Drug 2: CC12CCC(CC1=CCC3C2CCC4(C3CC=C4C5=CN=CC=C5)C)O. Cell line: HOP-92. Synergy scores: CSS=2.72, Synergy_ZIP=-0.0517, Synergy_Bliss=-3.19, Synergy_Loewe=-3.58, Synergy_HSA=-4.51.